From a dataset of NCI-60 drug combinations with 297,098 pairs across 59 cell lines. Regression. Given two drug SMILES strings and cell line genomic features, predict the synergy score measuring deviation from expected non-interaction effect. Drug 1: CC1=C(C=C(C=C1)C(=O)NC2=CC(=CC(=C2)C(F)(F)F)N3C=C(N=C3)C)NC4=NC=CC(=N4)C5=CN=CC=C5. Drug 2: CC1CCC2CC(C(=CC=CC=CC(CC(C(=O)C(C(C(=CC(C(=O)CC(OC(=O)C3CCCCN3C(=O)C(=O)C1(O2)O)C(C)CC4CCC(C(C4)OC)OCCO)C)C)O)OC)C)C)C)OC. Cell line: LOX IMVI. Synergy scores: CSS=-5.91, Synergy_ZIP=1.49, Synergy_Bliss=-4.47, Synergy_Loewe=-8.74, Synergy_HSA=-10.7.